This data is from Forward reaction prediction with 1.9M reactions from USPTO patents (1976-2016). The task is: Predict the product of the given reaction. (1) Given the reactants [NH2:1][C:2]1[O:3][CH2:4][C@@:5]2([N:27]=1)[C:18]1[C:17]([Br:19])=[C:16]([OH:20])[CH:15]=[CH:14][C:13]=1[O:12][C:11]1[C:6]2=[CH:7][C:8]([C:21]2[CH:22]=[N:23][CH:24]=[CH:25][CH:26]=2)=[CH:9][CH:10]=1.C(=O)([O-])[O-].[Cs+].[Cs+].I[CH2:35][C:36]([CH3:39])([CH3:38])[CH3:37], predict the reaction product. The product is: [Br:19][C:17]1[C:18]2[C@:5]3([CH2:4][O:3][C:2]([NH2:1])=[N:27]3)[C:6]3[C:11](=[CH:10][CH:9]=[C:8]([C:21]4[CH:22]=[N:23][CH:24]=[CH:25][CH:26]=4)[CH:7]=3)[O:12][C:13]=2[CH:14]=[CH:15][C:16]=1[O:20][CH2:35][C:36]([CH3:39])([CH3:38])[CH3:37]. (2) Given the reactants [F:1][C:2]1[C:3]([C:9]2[N:10]([CH:15]([CH3:17])[CH3:16])[C:11]([CH3:14])=[N:12][CH:13]=2)=[N:4][C:5]([NH2:8])=[N:6][CH:7]=1.I[C:19]1[CH:29]=[CH:28][C:22]([C:23]([O:25][CH2:26][CH3:27])=[O:24])=[CH:21][CH:20]=1.CC1(C)C2C(=C(P(C3C=CC=CC=3)C3C=CC=CC=3)C=CC=2)OC2C(P(C3C=CC=CC=3)C3C=CC=CC=3)=CC=CC1=2.C(=O)([O-])[O-].[Cs+].[Cs+], predict the reaction product. The product is: [F:1][C:2]1[C:3]([C:9]2[N:10]([CH:15]([CH3:17])[CH3:16])[C:11]([CH3:14])=[N:12][CH:13]=2)=[N:4][C:5]([NH:8][C:19]2[CH:29]=[CH:28][C:22]([C:23]([O:25][CH2:26][CH3:27])=[O:24])=[CH:21][CH:20]=2)=[N:6][CH:7]=1. (3) Given the reactants C(OC(=O)CCCOC1C=CC=C(CCCCCCOC2C=C(C3C=CC(F)=C(F)C=3)C=C(C(=O)N(C)C)C=2)C=1CCC(OCC)=O)C.[CH2:49]([O:51][C:52](=[O:98])[CH2:53][CH2:54][CH2:55][O:56][C:57]1[CH:62]=[CH:61][CH:60]=[C:59]([CH2:63][CH2:64][CH2:65][CH2:66][CH2:67][CH2:68][O:69][C:70]2[CH:75]=[C:74]([C:76](=[O:89])[NH:77][CH2:78][C:79]3[CH:84]=[CH:83][CH:82]=[CH:81][C:80]=3[O:85][CH:86]([F:88])[F:87])[CH:73]=[C:72](Br)[CH:71]=2)[C:58]=1[CH2:91][CH2:92][C:93]([O:95][CH2:96][CH3:97])=[O:94])[CH3:50].[CH2:99]1[O:107][C:106]2[CH:105]=[CH:104][C:103](B(O)O)=[CH:102][C:101]=2[O:100]1.C(=O)([O-])[O-].[Cs+].[Cs+], predict the reaction product. The product is: [CH2:49]([O:51][C:52](=[O:98])[CH2:53][CH2:54][CH2:55][O:56][C:57]1[CH:62]=[CH:61][CH:60]=[C:59]([CH2:63][CH2:64][CH2:65][CH2:66][CH2:67][CH2:68][O:69][C:70]2[CH:75]=[C:74]([C:76](=[O:89])[NH:77][CH2:78][C:79]3[CH:84]=[CH:83][CH:82]=[CH:81][C:80]=3[O:85][CH:86]([F:88])[F:87])[CH:73]=[C:72]([C:104]3[CH:103]=[CH:102][C:101]4[O:100][CH2:99][O:107][C:106]=4[CH:105]=3)[CH:71]=2)[C:58]=1[CH2:91][CH2:92][C:93]([O:95][CH2:96][CH3:97])=[O:94])[CH3:50]. (4) Given the reactants Cl.[Cl:2][C:3]1[CH:28]=[CH:27][C:6]2[N:7]3[C:11]([CH2:12][NH:13][CH2:14][C:5]=2[CH:4]=1)=[N:10][N:9]=[C:8]3[C@H:15]1[CH2:20][CH2:19][C@H:18]([C:21]2[N:25]=[C:24]([CH3:26])[O:23][N:22]=2)[CH2:17][CH2:16]1.C(N(C(C)C)C(C)C)C.FC(F)(F)S(O[CH2:44][CH:45]([F:47])[F:46])(=O)=O, predict the reaction product. The product is: [Cl:2][C:3]1[CH:28]=[CH:27][C:6]2[N:7]3[C:11]([CH2:12][N:13]([CH2:44][CH:45]([F:47])[F:46])[CH2:14][C:5]=2[CH:4]=1)=[N:10][N:9]=[C:8]3[C@H:15]1[CH2:20][CH2:19][C@H:18]([C:21]2[N:25]=[C:24]([CH3:26])[O:23][N:22]=2)[CH2:17][CH2:16]1.